From a dataset of Peptide-MHC class II binding affinity with 134,281 pairs from IEDB. Regression. Given a peptide amino acid sequence and an MHC pseudo amino acid sequence, predict their binding affinity value. This is MHC class II binding data. (1) The peptide sequence is PRYVKQNTLKLATGM. The MHC is DRB1_0901 with pseudo-sequence DRB1_0901. The binding affinity (normalized) is 0.602. (2) The peptide sequence is EKKYFAATQFHPLAA. The MHC is DRB1_0701 with pseudo-sequence DRB1_0701. The binding affinity (normalized) is 0.885. (3) The peptide sequence is SGMAEATSLDTMTQM. The MHC is DRB1_1501 with pseudo-sequence DRB1_1501. The binding affinity (normalized) is 0.0933. (4) The peptide sequence is LIEKINAGFKAAVAA. The MHC is DRB4_0101 with pseudo-sequence DRB4_0103. The binding affinity (normalized) is 0.371. (5) The peptide sequence is ERGYVKLEGRVIDLG. The MHC is HLA-DQA10303-DQB10402 with pseudo-sequence HLA-DQA10303-DQB10402. The binding affinity (normalized) is 0.193.